From a dataset of Forward reaction prediction with 1.9M reactions from USPTO patents (1976-2016). Predict the product of the given reaction. Given the reactants Br[C:2]1[CH:3]=[C:4]2[C:9](=[CH:10][CH:11]=1)[N:8]=[C:7]([NH:12][C@@H:13]([C:15]1[CH:20]=[CH:19][CH:18]=[C:17]([Cl:21])[CH:16]=1)[CH3:14])[CH:6]=[N:5]2.[C:22]([N:29]1[CH:33]=[C:32](B2OC(C)(C)C(C)(C)O2)[CH:31]=[N:30]1)([O:24][C:25]([CH3:28])([CH3:27])[CH3:26])=[O:23].C(=O)([O-])[O-].[Cs+].[Cs+].[I-].[K+], predict the reaction product. The product is: [C:25]([O:24][C:22]([N:29]1[CH:33]=[C:32]([C:2]2[CH:3]=[C:4]3[C:9](=[CH:10][CH:11]=2)[N:8]=[C:7]([NH:12][C@@H:13]([C:15]2[CH:20]=[CH:19][CH:18]=[C:17]([Cl:21])[CH:16]=2)[CH3:14])[CH:6]=[N:5]3)[CH:31]=[N:30]1)=[O:23])([CH3:28])([CH3:26])[CH3:27].